Dataset: Forward reaction prediction with 1.9M reactions from USPTO patents (1976-2016). Task: Predict the product of the given reaction. Given the reactants O.NN.[C:4]([O:11][CH2:12][CH3:13])(=[O:10])[C:5]([O:7]CC)=O.[CH2:14]([O:21][C:22]1[CH:23]=[C:24]([O:34][C:35]2[CH:40]=[CH:39][C:38]([S:41]([CH3:44])(=[O:43])=[O:42])=[CH:37][CH:36]=2)[CH:25]=[C:26]2[C:30]=1[NH:29][C:28]([C:31](O)=[O:32])=[CH:27]2)[C:15]1[CH:20]=[CH:19][CH:18]=[CH:17][CH:16]=1.Cl.CN(C)CCCN=C=NCC.O[N:58]1C2C=CC=CC=2N=[N:59]1, predict the reaction product. The product is: [CH2:14]([O:21][C:22]1[CH:23]=[C:24]([O:34][C:35]2[CH:36]=[CH:37][C:38]([S:41]([CH3:44])(=[O:42])=[O:43])=[CH:39][CH:40]=2)[CH:25]=[C:26]2[C:30]=1[NH:29][C:28]([C:31]([NH:58][NH:59][C:5](=[O:7])[C:4]([O:11][CH2:12][CH3:13])=[O:10])=[O:32])=[CH:27]2)[C:15]1[CH:20]=[CH:19][CH:18]=[CH:17][CH:16]=1.